From a dataset of Forward reaction prediction with 1.9M reactions from USPTO patents (1976-2016). Predict the product of the given reaction. (1) Given the reactants [Cl:1][C:2]1[N:7]=[C:6](Cl)[C:5]([CH2:9][N:10]([C:19]2[C:24]([F:25])=[C:23]([O:26][CH3:27])[CH:22]=[C:21]([O:28][CH3:29])[C:20]=2[F:30])[C:11](=[O:18])[CH2:12][C:13]([O:15][CH2:16][CH3:17])=[O:14])=[CH:4][N:3]=1.C(N=P1(N(CC)CC)N(C)CCCN1C)(C)(C)C, predict the reaction product. The product is: [Cl:1][C:2]1[N:3]=[CH:4][C:5]2[CH2:9][N:10]([C:19]3[C:20]([F:30])=[C:21]([O:28][CH3:29])[CH:22]=[C:23]([O:26][CH3:27])[C:24]=3[F:25])[C:11](=[O:18])[CH:12]([C:13]([O:15][CH2:16][CH3:17])=[O:14])[C:6]=2[N:7]=1. (2) The product is: [CH2:33]([C:30]1[CH:29]=[N:28][C:27]([N:23]2[CH2:24][CH2:25][CH:20]([C@@H:18]3[O:17][C:14]4=[CH:15][N:16]=[C:11]([C:8]5[CH2:9][CH2:10][N:5]([S:2]([CH3:1])(=[O:3])=[O:4])[CH2:6][CH:7]=5)[CH:12]=[C:13]4[CH2:19]3)[CH2:21][CH2:22]2)=[N:32][CH:31]=1)[CH3:34]. Given the reactants [CH3:1][S:2]([N:5]1[CH2:10][CH:9]=[C:8]([C:11]2[CH:12]=[C:13]3[CH2:19][C@H:18]([CH:20]4[CH2:25][CH2:24][NH:23][CH2:22][CH2:21]4)[O:17][C:14]3=[CH:15][N:16]=2)[CH2:7][CH2:6]1)(=[O:4])=[O:3].Cl[C:27]1[N:32]=[CH:31][C:30]([CH2:33][CH3:34])=[CH:29][N:28]=1, predict the reaction product. (3) The product is: [F:30][C:18]1[CH:19]=[C:20]([CH2:23][CH2:24][C:25]([O:27][CH2:28][CH3:29])=[O:26])[CH:21]=[CH:22][C:17]=1[O:16][CH2:15][C:14]1[CH:31]=[C:32]([O:34][C:35]2[CH:40]=[CH:39][CH:38]=[CH:37][CH:36]=2)[CH:33]=[C:12]([O:11][CH2:10][CH2:9][OH:8])[CH:13]=1. Given the reactants [Si]([O:8][CH2:9][CH2:10][O:11][C:12]1[CH:13]=[C:14]([CH:31]=[C:32]([O:34][C:35]2[CH:40]=[CH:39][CH:38]=[CH:37][CH:36]=2)[CH:33]=1)[CH2:15][O:16][C:17]1[CH:22]=[CH:21][C:20]([CH2:23][CH2:24][C:25]([O:27][CH2:28][CH3:29])=[O:26])=[CH:19][C:18]=1[F:30])(C(C)(C)C)(C)C.C1COCC1, predict the reaction product. (4) Given the reactants C([NH:8][CH2:9][CH2:10][C:11]([OH:13])=[O:12])(OC(C)(C)C)=O.[CH3:14][C@@H:15]1[C@:32]([OH:37])([C:33]([CH2:35][OH:36])=[O:34])[C@:31]2([CH3:38])[C@H:17]([C@H:18]3[C@:28]([F:40])([C@@H:29]([OH:39])[CH2:30]2)[C@:27]2([CH3:41])[C:21](=[CH:22][C:23]([CH:25]=[CH:26]2)=[O:24])[CH2:20][CH2:19]3)[CH2:16]1.[ClH:42].C(OCC)(=O)C, predict the reaction product. The product is: [NH2:8][CH2:9][CH2:10][C:11]([OH:13])=[O:12].[CH3:14][C@@H:15]1[C@:32]([OH:37])([C:33]([CH2:35][OH:36])=[O:34])[C@:31]2([CH3:38])[C@H:17]([C@H:18]3[C@:28]([F:40])([C@@H:29]([OH:39])[CH2:30]2)[C@:27]2([CH3:41])[C:21](=[CH:22][C:23]([CH:25]=[CH:26]2)=[O:24])[CH2:20][CH2:19]3)[CH2:16]1.[ClH:42]. (5) Given the reactants CC1(C)C2C(=C(P(C3C=CC=CC=3)C3C=CC=CC=3)C=CC=2)OC2C(P(C3C=CC=CC=3)C3C=CC=CC=3)=CC=CC1=2.[O-]P([O-])([O-])=O.[K+].[K+].[K+].FC(F)(F)C(O)=O.[NH2:58][C:59]1[CH:60]=[C:61]([NH:65][S:66]([C:69]2[CH:74]=[CH:73][C:72]([N+:75]([O-:77])=[O:76])=[CH:71][CH:70]=2)(=[O:68])=[O:67])[CH:62]=[CH:63][CH:64]=1.Cl[C:79]1[N:84]=[C:83]([C:85]2[C:93]3[C:88](=[CH:89][CH:90]=[CH:91][CH:92]=3)[N:87]([S:94]([C:97]3[CH:102]=[CH:101][CH:100]=[CH:99][CH:98]=3)(=[O:96])=[O:95])[CH:86]=2)[C:82]([Cl:103])=[CH:81][N:80]=1, predict the reaction product. The product is: [Cl:103][C:82]1[C:83]([C:85]2[C:93]3[C:88](=[CH:89][CH:90]=[CH:91][CH:92]=3)[N:87]([S:94]([C:97]3[CH:102]=[CH:101][CH:100]=[CH:99][CH:98]=3)(=[O:96])=[O:95])[CH:86]=2)=[N:84][C:79]([NH:58][C:59]2[CH:60]=[C:61]([NH:65][S:66]([C:69]3[CH:74]=[CH:73][C:72]([N+:75]([O-:77])=[O:76])=[CH:71][CH:70]=3)(=[O:67])=[O:68])[CH:62]=[CH:63][CH:64]=2)=[N:80][CH:81]=1.